The task is: Predict the product of the given reaction.. This data is from Forward reaction prediction with 1.9M reactions from USPTO patents (1976-2016). Given the reactants CC([O-])(C)C.[K+].CS(O[CH:12]([C:24]1[CH:29]=[CH:28][C:27]([Cl:30])=[C:26]([F:31])[CH:25]=1)[CH2:13][CH:14]([O:16][Si:17]([C:20]([CH3:23])([CH3:22])[CH3:21])([CH3:19])[CH3:18])[CH3:15])(=O)=O.[O:32]1[CH2:37][CH2:36][CH:35]([NH:38][C:39]2[N:44]=[C:43]([C:45]3[CH:50]=[CH:49][NH:48][C:47](=[O:51])[CH:46]=3)[CH:42]=[CH:41][N:40]=2)[CH2:34][CH2:33]1, predict the reaction product. The product is: [Si:17]([O:16][CH:14]([CH3:15])[CH2:13][CH:12]([N:48]1[CH:49]=[CH:50][C:45]([C:43]2[CH:42]=[CH:41][N:40]=[C:39]([NH:38][CH:35]3[CH2:34][CH2:33][O:32][CH2:37][CH2:36]3)[N:44]=2)=[CH:46][C:47]1=[O:51])[C:24]1[CH:29]=[CH:28][C:27]([Cl:30])=[C:26]([F:31])[CH:25]=1)([C:20]([CH3:23])([CH3:22])[CH3:21])([CH3:19])[CH3:18].